From a dataset of Full USPTO retrosynthesis dataset with 1.9M reactions from patents (1976-2016). Predict the reactants needed to synthesize the given product. (1) Given the product [NH2:13][C:12]1[C:7]([NH:6][CH:1]2[CH2:5][CH2:4][CH2:3][CH2:2]2)=[N:8][C:9]([NH:16][C:17]2[CH:18]=[CH:19][N:20]=[CH:21][CH:22]=2)=[N:10][CH:11]=1, predict the reactants needed to synthesize it. The reactants are: [CH:1]1([NH:6][C:7]2[C:12]([N+:13]([O-])=O)=[CH:11][N:10]=[C:9]([NH:16][C:17]3[CH:22]=[CH:21][N:20]=[CH:19][CH:18]=3)[N:8]=2)[CH2:5][CH2:4][CH2:3][CH2:2]1. (2) Given the product [IH:32].[NH2:4][CH:5]1[CH2:10][CH2:9][CH2:8][CH:7]([N:11]2[C:20]3[CH:19]=[CH:18][CH:17]=[C:16]([Cl:21])[C:15]=3[C:14]3=[N:22][O:23][C:24]([CH3:25])=[C:13]3[C:12]2=[O:26])[CH2:6]1, predict the reactants needed to synthesize it. The reactants are: COC(=O)[NH:4][CH:5]1[CH2:10][CH2:9][CH2:8][CH:7]([N:11]2[C:20]3[CH:19]=[CH:18][CH:17]=[C:16]([Cl:21])[C:15]=3[C:14]3=[N:22][O:23][C:24]([CH3:25])=[C:13]3[C:12]2=[O:26])[CH2:6]1.C[Si]([I:32])(C)C.CO. (3) Given the product [CH3:20][O:19][C:14]1[CH:15]=[CH:16][CH:17]=[CH:18][C:13]=1[C:12]1[N:6]2[C:7]([CH:8]=[N:9][C:4]([NH:30][C:31]3[CH:32]=[C:33]([C:37]([N:39]4[CH2:40][CH2:41][O:42][CH2:43][CH2:44]4)=[O:38])[CH:34]=[CH:35][CH:36]=3)=[N:5]2)=[CH:10][CH:11]=1, predict the reactants needed to synthesize it. The reactants are: CS([C:4]1[N:9]=[CH:8][C:7]2=[CH:10][CH:11]=[C:12]([C:13]3[CH:18]=[CH:17][CH:16]=[CH:15][C:14]=3[O:19][CH3:20])[N:6]2[N:5]=1)=O.C(N(CC)C(C)C)(C)C.[NH2:30][C:31]1[CH:32]=[C:33]([C:37]([N:39]2[CH2:44][CH2:43][O:42][CH2:41][CH2:40]2)=[O:38])[CH:34]=[CH:35][CH:36]=1.COCC(O)C. (4) The reactants are: [Cl:1][C:2]1[CH:7]=[CH:6][C:5]([C:8]2([C:12]([OH:14])=O)[CH2:11][CH2:10][CH2:9]2)=[CH:4][CH:3]=1.[NH2:15][CH2:16][CH2:17][CH2:18][N:19]1[CH2:24][CH2:23][CH:22]([C:25]2[CH:26]=[C:27]([NH:31][C:32](=[O:36])[CH:33]([CH3:35])[CH3:34])[CH:28]=[CH:29][CH:30]=2)[CH2:21][CH2:20]1. Given the product [Cl:1][C:2]1[CH:3]=[CH:4][C:5]([C:8]2([C:12]([NH:15][CH2:16][CH2:17][CH2:18][N:19]3[CH2:24][CH2:23][CH:22]([C:25]4[CH:30]=[CH:29][CH:28]=[C:27]([NH:31][C:32](=[O:36])[CH:33]([CH3:34])[CH3:35])[CH:26]=4)[CH2:21][CH2:20]3)=[O:14])[CH2:9][CH2:10][CH2:11]2)=[CH:6][CH:7]=1, predict the reactants needed to synthesize it.